This data is from M1 muscarinic receptor agonist screen with 61,833 compounds. The task is: Binary Classification. Given a drug SMILES string, predict its activity (active/inactive) in a high-throughput screening assay against a specified biological target. (1) The compound is Fc1ccc(n2nnc3c(=O)n(CC(=O)NCC4OCCC4)cnc23)cc1. The result is 0 (inactive). (2) The compound is O(c1nc(nc(c2ccccc2)c1)N)C. The result is 0 (inactive).